From a dataset of Forward reaction prediction with 1.9M reactions from USPTO patents (1976-2016). Predict the product of the given reaction. The product is: [NH3:5].[CH3:30][C:31]1[CH:36]=[CH:35][C:34]([CH3:37])=[CH:33][C:32]=1[N:38]1[CH2:39][CH2:40][N:41]([C:1]([O:2][CH2:3][CH2:4][N:5]2[CH2:6][CH2:7][N:8]([CH3:11])[CH2:9][CH2:10]2)=[O:22])[CH2:42][CH2:43]1. Given the reactants [C:1](=[O:22])(OC1C=CC([N+]([O-])=O)=CC=1)[O:2][CH2:3][CH2:4][N:5]1[CH2:10][CH2:9][N:8]([CH3:11])[CH2:7][CH2:6]1.CCN(CC)CC.[CH3:30][C:31]1[CH:36]=[CH:35][C:34]([CH3:37])=[CH:33][C:32]=1[N:38]1[CH2:43][CH2:42][NH:41][CH2:40][CH2:39]1, predict the reaction product.